Dataset: Merck oncology drug combination screen with 23,052 pairs across 39 cell lines. Task: Regression. Given two drug SMILES strings and cell line genomic features, predict the synergy score measuring deviation from expected non-interaction effect. (1) Drug 1: CN1C(=O)C=CC2(C)C3CCC4(C)C(NC(=O)OCC(F)(F)F)CCC4C3CCC12. Drug 2: CCC1(O)C(=O)OCc2c1cc1n(c2=O)Cc2cc3c(CN(C)C)c(O)ccc3nc2-1. Cell line: UWB1289BRCA1. Synergy scores: synergy=24.7. (2) Drug 1: COC1=C2CC(C)CC(OC)C(O)C(C)C=C(C)C(OC(N)=O)C(OC)C=CC=C(C)C(=O)NC(=CC1=O)C2=O. Drug 2: CNC(=O)c1cc(Oc2ccc(NC(=O)Nc3ccc(Cl)c(C(F)(F)F)c3)cc2)ccn1. Cell line: HT29. Synergy scores: synergy=-4.47.